From a dataset of NCI-60 drug combinations with 297,098 pairs across 59 cell lines. Regression. Given two drug SMILES strings and cell line genomic features, predict the synergy score measuring deviation from expected non-interaction effect. (1) Drug 1: CC12CCC3C(C1CCC2=O)CC(=C)C4=CC(=O)C=CC34C. Drug 2: C1C(C(OC1N2C=NC(=NC2=O)N)CO)O. Cell line: PC-3. Synergy scores: CSS=43.6, Synergy_ZIP=-3.69, Synergy_Bliss=-1.73, Synergy_Loewe=1.10, Synergy_HSA=1.44. (2) Drug 1: CC1CCC2CC(C(=CC=CC=CC(CC(C(=O)C(C(C(=CC(C(=O)CC(OC(=O)C3CCCCN3C(=O)C(=O)C1(O2)O)C(C)CC4CCC(C(C4)OC)OCCO)C)C)O)OC)C)C)C)OC. Drug 2: CC(C)(C#N)C1=CC(=CC(=C1)CN2C=NC=N2)C(C)(C)C#N. Cell line: T-47D. Synergy scores: CSS=6.97, Synergy_ZIP=-0.0382, Synergy_Bliss=0.782, Synergy_Loewe=3.52, Synergy_HSA=1.38. (3) Drug 1: C1CN1P(=S)(N2CC2)N3CC3. Cell line: DU-145. Drug 2: C#CCC(CC1=CN=C2C(=N1)C(=NC(=N2)N)N)C3=CC=C(C=C3)C(=O)NC(CCC(=O)O)C(=O)O. Synergy scores: CSS=51.2, Synergy_ZIP=7.66, Synergy_Bliss=-6.06, Synergy_Loewe=42.2, Synergy_HSA=0.903. (4) Drug 1: C1CCC(C1)C(CC#N)N2C=C(C=N2)C3=C4C=CNC4=NC=N3. Drug 2: CN(C(=O)NC(C=O)C(C(C(CO)O)O)O)N=O. Cell line: SK-MEL-5. Synergy scores: CSS=-6.83, Synergy_ZIP=5.46, Synergy_Bliss=-5.04, Synergy_Loewe=-22.6, Synergy_HSA=-22.2. (5) Drug 1: CC(C)(C#N)C1=CC(=CC(=C1)CN2C=NC=N2)C(C)(C)C#N. Drug 2: C1=NC2=C(N=C(N=C2N1C3C(C(C(O3)CO)O)F)Cl)N. Cell line: ACHN. Synergy scores: CSS=4.44, Synergy_ZIP=-6.43, Synergy_Bliss=-5.18, Synergy_Loewe=-21.6, Synergy_HSA=-9.56. (6) Drug 1: C(=O)(N)NO. Drug 2: CC1C(C(CC(O1)OC2CC(CC3=C2C(=C4C(=C3O)C(=O)C5=CC=CC=C5C4=O)O)(C(=O)C)O)N)O. Cell line: NCI-H522. Synergy scores: CSS=42.7, Synergy_ZIP=-0.112, Synergy_Bliss=1.39, Synergy_Loewe=-11.9, Synergy_HSA=2.60.